Task: Predict which catalyst facilitates the given reaction.. Dataset: Catalyst prediction with 721,799 reactions and 888 catalyst types from USPTO (1) Reactant: [Br:1][C:2]1[CH:3]=[C:4]([CH2:8][OH:9])[CH:5]=[N:6][CH:7]=1.[H-].[Na+].Br[CH2:13][C:14]([O:16][CH2:17][C:18]1[CH:23]=[CH:22][CH:21]=[CH:20][CH:19]=1)=[O:15]. Product: [CH2:17]([O:16][C:14](=[O:15])[CH2:13][O:9][CH2:8][C:4]1[CH:5]=[N:6][CH:7]=[C:2]([Br:1])[CH:3]=1)[C:18]1[CH:23]=[CH:22][CH:21]=[CH:20][CH:19]=1. The catalyst class is: 1. (2) Reactant: [O:1]=[C:2]1[C:7]([CH2:8][N:9]2C(=O)C3C(=CC=CC=3)C2=O)=[N:6][N:5]=[CH:4][NH:3]1.NN. Product: [NH2:9][CH2:8][C:7]1[C:2](=[O:1])[NH:3][CH:4]=[N:5][N:6]=1. The catalyst class is: 497. (3) Product: [C:17]([O:16][C:14]([N:1]1[C:10]2[C:5](=[CH:6][CH:7]=[C:8]([C:11](=[O:13])[CH3:12])[CH:9]=2)[CH2:4][CH2:3][CH2:2]1)=[O:15])([CH3:20])([CH3:19])[CH3:18]. The catalyst class is: 142. Reactant: [NH:1]1[C:10]2[C:5](=[CH:6][CH:7]=[C:8]([C:11](=[O:13])[CH3:12])[CH:9]=2)[CH2:4][CH2:3][CH2:2]1.[C:14](O[C:14]([O:16][C:17]([CH3:20])([CH3:19])[CH3:18])=[O:15])([O:16][C:17]([CH3:20])([CH3:19])[CH3:18])=[O:15]. (4) Reactant: [N:1]1[C:10]2[C:5](=[CH:6][CH:7]=[CH:8][CH:9]=2)[N:4]=[CH:3][C:2]=1[C:11](Cl)=[O:12].[CH:14]1([NH2:22])[CH2:21][CH2:20][CH2:19][CH2:18][CH2:17][CH2:16][CH2:15]1.N1C=CC=CC=1. The catalyst class is: 6. Product: [CH:14]1([NH:22][C:11]([C:2]2[CH:3]=[N:4][C:5]3[C:10](=[CH:9][CH:8]=[CH:7][CH:6]=3)[N:1]=2)=[O:12])[CH2:21][CH2:20][CH2:19][CH2:18][CH2:17][CH2:16][CH2:15]1. (5) Reactant: [Li+].[I-].Cl[C:4]1[CH:5]=[C:6]([C:14]2[CH:19]=[CH:18][CH:17]=[C:16](COC3C=CC4C(=O)N(C5CCCC5)SC=4C=3)[CH:15]=2)[CH:7]=[CH:8][C:9]=1[C:10]([O:12]C)=[O:11].O. Product: [C:6]1([C:14]2[CH:15]=[CH:16][CH:17]=[CH:18][CH:19]=2)[CH:5]=[CH:4][C:9]([C:10]([OH:12])=[O:11])=[CH:8][CH:7]=1. The catalyst class is: 17. (6) Reactant: [CH:1]1([C@H:5]([NH:7][C:8]2[N:16]=[C:15]([C:17](=[NH:20])[NH:18][OH:19])[N:14]=[C:13]3[C:9]=2[N:10]([CH2:26][C@H:27]2[CH2:32][CH2:31][C@H:30]([CH3:33])[CH2:29][CH2:28]2)[C:11]([CH2:21][C:22]([OH:25])([CH3:24])[CH3:23])=[N:12]3)[CH3:6])[CH2:4][CH2:3][CH2:2]1.[C:34](N1C=CN=C1)(N1C=CN=C1)=[O:35].N12CCCN=C1CCCCC2. Product: [CH:1]1([C@H:5]([NH:7][C:8]2[N:16]=[C:15]([C:17]3[NH:20][C:34](=[O:35])[O:19][N:18]=3)[N:14]=[C:13]3[C:9]=2[N:10]([CH2:26][C@H:27]2[CH2:28][CH2:29][C@H:30]([CH3:33])[CH2:31][CH2:32]2)[C:11]([CH2:21][C:22]([OH:25])([CH3:24])[CH3:23])=[N:12]3)[CH3:6])[CH2:2][CH2:3][CH2:4]1. The catalyst class is: 10. (7) Reactant: [CH3:1][O:2][C:3]([C:5]12[CH2:11][C:8](C(O)=O)([CH2:9][CH2:10]1)[CH2:7][CH2:6]2)=[O:4].C1(P([N:29]=[N+]=[N-])(C2C=CC=CC=2)=O)C=CC=CC=1.[C:32]([OH:36])([CH3:35])([CH3:34])[CH3:33].CC[O:39][CH2:40]C. Product: [C:32]([O:36][C:40]([NH:29][C:8]12[CH2:11][C:5]([C:3]([O:2][CH3:1])=[O:4])([CH2:6][CH2:7]1)[CH2:10][CH2:9]2)=[O:39])([CH3:35])([CH3:34])[CH3:33]. The catalyst class is: 11. (8) Reactant: [NH:1]1[CH:5]=[CH:4][N:3]=[C:2]1[C:6]1[CH:7]=[CH:8][C:9]([CH3:36])=[C:10]([NH:12][C:13]([C:15]2[CH:35]=[CH:34][C:18]([O:19][CH2:20][CH:21]3[CH2:26][CH2:25][CH2:24][CH2:23][N:22]3C(OC(C)(C)C)=O)=[CH:17][CH:16]=2)=[O:14])[CH:11]=1.Cl. Product: [NH:1]1[CH:5]=[CH:4][N:3]=[C:2]1[C:6]1[CH:7]=[CH:8][C:9]([CH3:36])=[C:10]([NH:12][C:13](=[O:14])[C:15]2[CH:16]=[CH:17][C:18]([O:19][CH2:20][CH:21]3[CH2:26][CH2:25][CH2:24][CH2:23][NH:22]3)=[CH:34][CH:35]=2)[CH:11]=1. The catalyst class is: 5. (9) Product: [F:25][C:26]([C:29]1[CH:34]=[C:33]([F:35])[CH:32]=[CH:31][C:30]=1[C:2]1[S:6][C:5]2[CH:7]=[C:8]([OH:11])[CH:9]=[CH:10][C:4]=2[C:3]=1[O:12][C:13]1[CH:18]=[CH:17][C:16](/[CH:19]=[CH:20]/[C:21]([O:23][CH3:24])=[O:22])=[CH:15][CH:14]=1)([F:28])[CH3:27]. Reactant: Br[C:2]1[S:6][C:5]2[CH:7]=[C:8]([OH:11])[CH:9]=[CH:10][C:4]=2[C:3]=1[O:12][C:13]1[CH:18]=[CH:17][C:16](/[CH:19]=[CH:20]/[C:21]([O:23][CH3:24])=[O:22])=[CH:15][CH:14]=1.[F:25][C:26]([C:29]1[CH:34]=[C:33]([F:35])[CH:32]=[CH:31][C:30]=1B1OC(C)(C)C(C)(C)O1)([F:28])[CH3:27].C([O-])([O-])=O.[K+].[K+]. The catalyst class is: 398. (10) Reactant: [Br:1][C:2]1[CH:7]=[CH:6][C:5]([C:8](=O)[CH2:9][C:10](=O)[C:11]([O:13][CH2:14][CH3:15])=[O:12])=[CH:4][CH:3]=1.Cl.[CH2:19]([NH:23][NH2:24])[CH:20]([CH3:22])[CH3:21]. Product: [Br:1][C:2]1[CH:7]=[CH:6][C:5]([C:8]2[N:23]([CH2:19][CH:20]([CH3:22])[CH3:21])[N:24]=[C:10]([C:11]([O:13][CH2:14][CH3:15])=[O:12])[CH:9]=2)=[CH:4][CH:3]=1. The catalyst class is: 88.